From a dataset of Reaction yield outcomes from USPTO patents with 853,638 reactions. Predict the reaction yield, written as a fraction of the theoretical maximum amount of product (1.0 means a 100% yield; for example, 0.34 means a 34% yield). The reactants are Br[C:2]1[CH:7]=[CH:6][C:5]([N+:8]([O-:10])=[O:9])=[CH:4][N:3]=1.[C:11]([O:15][C:16]([N:18]1[CH2:23][CH:22]=[C:21](OS(C(F)(F)F)(=O)=O)[CH2:20][CH2:19]1)=[O:17])([CH3:14])([CH3:13])[CH3:12].C([O-])([O-])=O.[Na+].[Na+]. The catalyst is C1(C)C=CC=CC=1.CCO.CCOC(C)=O.C1C=CC([P]([Pd]([P](C2C=CC=CC=2)(C2C=CC=CC=2)C2C=CC=CC=2)([P](C2C=CC=CC=2)(C2C=CC=CC=2)C2C=CC=CC=2)[P](C2C=CC=CC=2)(C2C=CC=CC=2)C2C=CC=CC=2)(C2C=CC=CC=2)C2C=CC=CC=2)=CC=1. The product is [C:11]([O:15][C:16]([N:18]1[CH2:19][CH:20]=[C:21]([C:2]2[CH:7]=[CH:6][C:5]([N+:8]([O-:10])=[O:9])=[CH:4][N:3]=2)[CH2:22][CH2:23]1)=[O:17])([CH3:14])([CH3:12])[CH3:13]. The yield is 0.750.